From a dataset of Full USPTO retrosynthesis dataset with 1.9M reactions from patents (1976-2016). Predict the reactants needed to synthesize the given product. (1) Given the product [CH2:1]([O:3][C:4]([C@@H:6]1[CH2:15][C@@H:14]2[C@@H:9]([CH2:10][CH2:11][C@@H:12]([O:16][S:29]([CH3:28])(=[O:31])=[O:30])[CH2:13]2)[CH2:8][N:7]1[C:17]([O:19][CH3:20])=[O:18])=[O:5])[CH3:2], predict the reactants needed to synthesize it. The reactants are: [CH2:1]([O:3][C:4]([C@@H:6]1[CH2:15][C@@H:14]2[C@@H:9]([CH2:10][CH2:11][C@@H:12]([OH:16])[CH2:13]2)[CH2:8][N:7]1[C:17]([O:19][CH3:20])=[O:18])=[O:5])[CH3:2].C(N(CC)CC)C.[CH3:28][S:29](Cl)(=[O:31])=[O:30].[Cl-].[NH4+]. (2) Given the product [Cl:1][C:2]1[N:3]=[C:4]2[C:9](=[CH:10][CH:11]=1)[N:8]=[CH:7][C:6]([CH2:12][NH:27][CH3:26])=[C:5]2[NH:14][C:15]1[CH:20]=[CH:19][C:18]([C:21]([CH3:25])([CH3:24])[C:22]#[N:23])=[CH:17][CH:16]=1, predict the reactants needed to synthesize it. The reactants are: [Cl:1][C:2]1[N:3]=[C:4]2[C:9](=[CH:10][CH:11]=1)[N:8]=[CH:7][C:6]([CH:12]=O)=[C:5]2[NH:14][C:15]1[CH:20]=[CH:19][C:18]([C:21]([CH3:25])([CH3:24])[C:22]#[N:23])=[CH:17][CH:16]=1.[CH3:26][NH2:27].[BH4-].[Na+]. (3) The reactants are: I[C:2]1[CH:3]=[N:4][N:5]([CH:7]2[CH2:12][CH2:11][CH2:10][CH2:9][O:8]2)[CH:6]=1.CN(C)CCN(C)C.C([Li])(C)(C)C.[F:26][C:27]1([F:34])[CH2:32][CH2:31][C:30](=[O:33])[CH2:29][CH2:28]1. Given the product [F:26][C:27]1([F:34])[CH2:32][CH2:31][C:30]([C:2]2[CH:3]=[N:4][N:5]([CH:7]3[CH2:12][CH2:11][CH2:10][CH2:9][O:8]3)[CH:6]=2)([OH:33])[CH2:29][CH2:28]1, predict the reactants needed to synthesize it. (4) Given the product [OH:3][CH:1]([C:4]1[C:9]([C:10]2[CH:15]=[CH:14][CH:13]=[CH:12][CH:11]=2)=[N:8][N:7]([CH:16]([CH3:18])[CH3:17])[C:6](=[O:19])[CH:5]=1)[CH3:2], predict the reactants needed to synthesize it. The reactants are: [C:1]([C:4]1[C:9]([C:10]2[CH:15]=[CH:14][CH:13]=[CH:12][CH:11]=2)=[N:8][N:7]([CH:16]([CH3:18])[CH3:17])[C:6](=[O:19])[CH:5]=1)(=[O:3])[CH3:2]. (5) Given the product [CH2:1]([O:8][C:9]1[CH:10]=[C:11]([CH:25]=[CH:26][C:27]=1[O:28][CH2:29][C:30]1[CH:35]=[CH:34][CH:33]=[CH:32][CH:31]=1)[CH2:12][N:13]1[CH2:14][CH2:15][N:16]([CH2:19][C:20]([NH:36][NH2:37])=[O:22])[CH2:17][CH2:18]1)[C:2]1[CH:3]=[CH:4][CH:5]=[CH:6][CH:7]=1, predict the reactants needed to synthesize it. The reactants are: [CH2:1]([O:8][C:9]1[CH:10]=[C:11]([CH:25]=[CH:26][C:27]=1[O:28][CH2:29][C:30]1[CH:35]=[CH:34][CH:33]=[CH:32][CH:31]=1)[CH2:12][N:13]1[CH2:18][CH2:17][N:16]([CH2:19][C:20]([O:22]CC)=O)[CH2:15][CH2:14]1)[C:2]1[CH:7]=[CH:6][CH:5]=[CH:4][CH:3]=1.[NH2:36][NH2:37].